Dataset: CYP2C9 inhibition data for predicting drug metabolism from PubChem BioAssay. Task: Regression/Classification. Given a drug SMILES string, predict its absorption, distribution, metabolism, or excretion properties. Task type varies by dataset: regression for continuous measurements (e.g., permeability, clearance, half-life) or binary classification for categorical outcomes (e.g., BBB penetration, CYP inhibition). Dataset: cyp2c9_veith. (1) The drug is COc1ccccc1CCn1c(=O)c(-c2ccc(F)c(F)c2)nc2cncnc21. The result is 1 (inhibitor). (2) The compound is COc1ccc(C(=O)N2CCC3(CCN(C(=O)Nc4ccccc4)CC3)CC2)cc1. The result is 0 (non-inhibitor). (3) The molecule is Nc1ccc(N(S(=O)(=O)c2ccccc2)S(=O)(=O)c2ccccc2)c(Cl)c1. The result is 1 (inhibitor). (4) The compound is O=c1ncn(-c2ccccc2F)c2ncccc12. The result is 0 (non-inhibitor). (5) The molecule is COc1ccc(NC(=O)N2CC3(CCN(C(=O)c4cnccn4)CC3)C2)cc1. The result is 0 (non-inhibitor). (6) The drug is CC1(C)Cc2ccccc2C(NNC(=O)c2ccncc2)=N1. The result is 0 (non-inhibitor).